From a dataset of Forward reaction prediction with 1.9M reactions from USPTO patents (1976-2016). Predict the product of the given reaction. (1) Given the reactants [CH2:1]([O:3][C:4](=[O:8])[CH:5](Br)[CH3:6])[CH3:2].[N:9]1[C:18]2[C:13](=[CH:14][C:15]([OH:19])=[CH:16][CH:17]=2)[CH:12]=[CH:11][CH:10]=1.C([O-])([O-])=O.[Cs+].[Cs+], predict the reaction product. The product is: [CH2:1]([O:3][C:4](=[O:8])[CH:5]([O:19][C:15]1[CH:14]=[C:13]2[C:18](=[CH:17][CH:16]=1)[N:9]=[CH:10][CH:11]=[CH:12]2)[CH3:6])[CH3:2]. (2) Given the reactants [S:1]1[CH:5]=[CH:4][C:3]2[CH:6]=[CH:7][CH:8]=[CH:9][C:2]1=2.C([Li])CCC.[Br:15][C:16]1[CH:17]=[CH:18][C:19]([F:24])=[C:20]([CH:23]=1)[CH:21]=[O:22], predict the reaction product. The product is: [S:1]1[C:2]2[CH:9]=[CH:8][CH:7]=[CH:6][C:3]=2[CH:4]=[C:5]1[CH:21]([C:20]1[CH:23]=[C:16]([Br:15])[CH:17]=[CH:18][C:19]=1[F:24])[OH:22]. (3) Given the reactants [CH3:1][C:2]1([CH3:29])[CH:7]2[CH:8]3[CH2:22][CH2:21][CH:20]=[CH:19][C:9]3=[C:10]3[C:18]([CH2:17][C:16]4[CH:15]=[CH:14][CH:13]=[CH:12][C:11]3=4)=[C:6]2[C:5](C)([CH3:23])[C:4]([CH3:26])([CH3:25])[C:3]1([CH3:28])[CH3:27].[CH2:30]([Li])CCC.CCCCCC.[CH:41]1[C:50]2[C:45](=[CH:46][CH:47]=[CH:48][CH:49]=2)[CH:44]=[CH:43][C:42]=1[C:51]([C:57]1[CH:66]=[CH:65][C:64]2[C:59](=[CH:60][CH:61]=[CH:62][CH:63]=2)[CH:58]=1)=[C:52]1[CH:56]=[CH:55][CH:54]=[CH:53]1.Cl, predict the reaction product. The product is: [CH:58]1[C:59]2[C:64](=[CH:63][CH:62]=[CH:61][CH:60]=2)[CH:65]=[CH:66][C:57]=1[C:51]([C:42]1[CH:43]=[CH:44][C:45]2[C:50](=[CH:49][CH:48]=[CH:47][CH:46]=2)[CH:41]=1)([CH:52]1[CH:56]=[CH:55][CH:54]=[CH:53]1)[C:7]1([CH3:30])[C:6]2[C:5]([CH3:23])([CH:12]3[CH2:13][CH2:14][CH:15]=[CH:16][C:11]3=[C:10]3[C:18]=2[CH2:17][C:19]2[CH:20]=[CH:21][CH:22]=[CH:8][C:9]3=2)[C:4]([CH3:26])([CH3:25])[C:3]([CH3:28])([CH3:27])[C:2]1([CH3:1])[CH3:29]. (4) Given the reactants [NH2:1][C:2]1[C:7]([NH2:8])=[CH:6][CH:5]=[C:4]([CH3:9])[N:3]=1.[C:10](O)(=O)[CH2:11]O.S(Cl)([Cl:17])=O, predict the reaction product. The product is: [ClH:17].[Cl:17][CH2:11][C:10]1[NH:1][C:2]2=[N:3][C:4]([CH3:9])=[CH:5][CH:6]=[C:7]2[N:8]=1. (5) Given the reactants [NH2:1][C:2]1[C:7](Br)=[N:6][C:5]([Br:9])=[CH:4][N:3]=1.[Cl:10][C:11]1[CH:16]=[CH:15][CH:14]=[C:13]([F:17])[C:12]=1[C:18]#[C:19][Si](C)(C)C, predict the reaction product. The product is: [Br:9][C:5]1[N:6]=[C:7]([C:19]#[C:18][C:12]2[C:13]([F:17])=[CH:14][CH:15]=[CH:16][C:11]=2[Cl:10])[C:2]([NH2:1])=[N:3][CH:4]=1. (6) Given the reactants [Br:1][C:2]1[CH:10]=[C:9]([CH3:11])[C:8]2[NH:7][C:6]3[CH2:12][CH:13]4[NH:17][CH:16]([C:5]=3[C:4]=2[C:3]=1[C:18]([O:20][C:21]([CH3:24])([CH3:23])[CH3:22])=[O:19])[CH2:15][CH2:14]4.[H-].[Na+].I[CH3:28], predict the reaction product. The product is: [Br:1][C:2]1[CH:10]=[C:9]([CH3:11])[C:8]2[N:7]([CH3:28])[C:6]3[CH2:12][CH:13]4[NH:17][CH:16]([C:5]=3[C:4]=2[C:3]=1[C:18]([O:20][C:21]([CH3:24])([CH3:23])[CH3:22])=[O:19])[CH2:15][CH2:14]4.